Predict the reaction yield, written as a fraction of the theoretical maximum amount of product (1.0 means a 100% yield; for example, 0.34 means a 34% yield). From a dataset of Reaction yield outcomes from USPTO patents with 853,638 reactions. The reactants are [NH:1]1[CH:5]=[CH:4][N:3]=[N:2]1.[H-].[Na+].F[C:9]1[CH:16]=[C:15]([F:17])[CH:14]=[CH:13][C:10]=1[C:11]#[N:12]. The yield is 0.0300. The catalyst is C1COCC1.CN(C=O)C. The product is [F:17][C:15]1[CH:16]=[CH:9][C:10]([C:11]#[N:12])=[C:13]([N:2]2[N:3]=[CH:4][CH:5]=[N:1]2)[CH:14]=1.